Task: Regression. Given a peptide amino acid sequence and an MHC pseudo amino acid sequence, predict their binding affinity value. This is MHC class I binding data.. Dataset: Peptide-MHC class I binding affinity with 185,985 pairs from IEDB/IMGT (1) The peptide sequence is KVKNVHIGG. The MHC is HLA-A30:01 with pseudo-sequence HLA-A30:01. The binding affinity (normalized) is 1.00. (2) The peptide sequence is SQIFNIISY. The MHC is HLA-A03:01 with pseudo-sequence HLA-A03:01. The binding affinity (normalized) is 0.398. (3) The peptide sequence is ILLECFVRSSP. The MHC is H-2-Db with pseudo-sequence H-2-Db. The binding affinity (normalized) is 0.184. (4) The peptide sequence is MDDIDEEDDDL. The MHC is Mamu-B01 with pseudo-sequence Mamu-B01. The binding affinity (normalized) is 0. (5) The peptide sequence is AEDLADHHV. The MHC is HLA-A02:01 with pseudo-sequence HLA-A02:01. The binding affinity (normalized) is 0.0847. (6) The peptide sequence is LQRKYGGAL. The MHC is HLA-B07:02 with pseudo-sequence HLA-B07:02. The binding affinity (normalized) is 0.365. (7) The peptide sequence is YQYIFLSFF. The MHC is HLA-B08:03 with pseudo-sequence HLA-B08:03. The binding affinity (normalized) is 0.0847. (8) The peptide sequence is MRHVLEPFRKA. The MHC is Mamu-B03 with pseudo-sequence Mamu-B03. The binding affinity (normalized) is 0.366. (9) The peptide sequence is VYWENEVSI. The MHC is HLA-A02:12 with pseudo-sequence HLA-A02:12. The binding affinity (normalized) is 0.477. (10) The peptide sequence is KWKLQKIELP. The MHC is HLA-B27:05 with pseudo-sequence HLA-B27:05. The binding affinity (normalized) is 0.